Dataset: TCR-epitope binding with 47,182 pairs between 192 epitopes and 23,139 TCRs. Task: Binary Classification. Given a T-cell receptor sequence (or CDR3 region) and an epitope sequence, predict whether binding occurs between them. (1) The epitope is GILGFVFTL. The TCR CDR3 sequence is CASVWQGAYNEQFF. Result: 1 (the TCR binds to the epitope). (2) The epitope is DPFRLLQNSQVFS. The TCR CDR3 sequence is CASSLGANGHRNTEAFF. Result: 1 (the TCR binds to the epitope). (3) The epitope is SEETGTLIV. The TCR CDR3 sequence is CASSLIGVSEKNEQFF. Result: 0 (the TCR does not bind to the epitope). (4) The epitope is SEISMDNSPNL. The TCR CDR3 sequence is CASSLPAAGYGYTF. Result: 0 (the TCR does not bind to the epitope). (5) The epitope is QYDPVAALF. The TCR CDR3 sequence is CASSKGPNTEAFF. Result: 0 (the TCR does not bind to the epitope). (6) The epitope is YEGNSPFHPL. The TCR CDR3 sequence is CASSWTGSGNEQFF. Result: 1 (the TCR binds to the epitope). (7) The epitope is KLPDDFTGCV. Result: 1 (the TCR binds to the epitope). The TCR CDR3 sequence is CASSHEDRGGYDEQFF.